From a dataset of KCNQ2 potassium channel screen with 302,405 compounds. Binary Classification. Given a drug SMILES string, predict its activity (active/inactive) in a high-throughput screening assay against a specified biological target. (1) The molecule is O=C(Nc1c(OC)cc(OC)cc1)CCCC1CCCCC1. The result is 1 (active). (2) The compound is O1CCN(CC1)\C=C\C(=O)c1oc2c(c1)cccc2. The result is 0 (inactive). (3) The compound is O(P(=O)(Nc1c(ccc(c1)C)C)C)c1ccccc1. The result is 0 (inactive). (4) The molecule is Brc1c2c(ccc1OCC(=O)NNC(=O)C(C)(C)C)cccc2. The result is 0 (inactive).